From a dataset of Human liver microsome stability data. Regression/Classification. Given a drug SMILES string, predict its absorption, distribution, metabolism, or excretion properties. Task type varies by dataset: regression for continuous measurements (e.g., permeability, clearance, half-life) or binary classification for categorical outcomes (e.g., BBB penetration, CYP inhibition). Dataset: hlm. (1) The result is 0 (unstable in human liver microsomes). The molecule is CS(=O)(=O)Nc1ccc2c(c1)S(=O)(=O)NC(C1=C(O)[C@@H]3CCCC[C@@H]3N(Cc3ccc(F)cc3)C1=O)=N2. (2) The result is 0 (unstable in human liver microsomes). The drug is Cn1c(=O)cc(N2CCC[C@@H](N)C2)n(Cc2cc(F)ccc2Cl)c1=O. (3) The result is 1 (stable in human liver microsomes). The drug is CCc1cc(CC)nc(OCCCn2c3c(c4cc(-c5nc(C)no5)ccc42)C(=O)CCC3)n1. (4) The compound is O=C1CN(Cc2ccc(-c3cccc(CN4CCCCC4)n3)cc2)C(=O)N1CC(F)(F)F. The result is 0 (unstable in human liver microsomes). (5) The compound is CNC(=O)c1ccc(C(=O)N[C@H](c2cn(C3(C#N)CC3)nn2)C2CCCCC2)cn1. The result is 0 (unstable in human liver microsomes). (6) The molecule is Cc1cnc2nc1-c1cccc(c1)COCC=CCOCc1cc(ccc1OCCN1CCCC1)N2. The result is 0 (unstable in human liver microsomes). (7) The molecule is CC(=O)CC[C@H]1C(=O)N[C@@H](C(C)C)C(=O)N[C@@H](Cc2cccc(O)c2)C(=O)N2CCCC(N2)C(=O)O[C@H](/C(C)=C/C=C/C(=O)N2CCOCC2)C/C=C/C=C/[C@H](O)[C@H](C)[C@H]1O. The result is 0 (unstable in human liver microsomes). (8) The drug is CC(=O)CNC1CCN(Cc2ccc(CCNC(=O)c3ccc(-c4ccc(F)cc4)cc3)cc2)CC1. The result is 1 (stable in human liver microsomes). (9) The result is 0 (unstable in human liver microsomes). The drug is CC(C)(C)c1cc(NC(=O)[C@@H]2CCCCN2C(=O)CN2CCS(=O)(=O)CC2)no1. (10) The molecule is Nc1ncnc2c1c(Oc1cc(C(F)(F)F)ccn1)nn2C1CCC1. The result is 0 (unstable in human liver microsomes).